Dataset: Peptide-MHC class I binding affinity with 185,985 pairs from IEDB/IMGT. Task: Regression. Given a peptide amino acid sequence and an MHC pseudo amino acid sequence, predict their binding affinity value. This is MHC class I binding data. (1) The peptide sequence is KDSSLLNNQ. The MHC is H-2-Kb with pseudo-sequence H-2-Kb. The binding affinity (normalized) is 0.0335. (2) The peptide sequence is MTRGLLGSY. The MHC is HLA-A25:01 with pseudo-sequence HLA-A25:01. The binding affinity (normalized) is 0.797. (3) The MHC is HLA-B58:01 with pseudo-sequence HLA-B58:01. The binding affinity (normalized) is 0.0847. The peptide sequence is SYRNFSFSL. (4) The MHC is HLA-A29:02 with pseudo-sequence HLA-A29:02. The binding affinity (normalized) is 0.351. The peptide sequence is YFANNKFTL. (5) The peptide sequence is HSKKKCDEL. The MHC is HLA-B35:01 with pseudo-sequence HLA-B35:01. The binding affinity (normalized) is 0. (6) The peptide sequence is RIRKDFGKR. The MHC is HLA-B08:03 with pseudo-sequence HLA-B08:03. The binding affinity (normalized) is 0.0847. (7) The peptide sequence is RFAVNPGLL. The binding affinity (normalized) is 0.0411. The MHC is HLA-A02:01 with pseudo-sequence HLA-A02:01. (8) The peptide sequence is EKLKSLFNTV. The MHC is HLA-A26:03 with pseudo-sequence HLA-A26:03. The binding affinity (normalized) is 0.0847. (9) The MHC is HLA-A02:01 with pseudo-sequence HLA-A02:01. The binding affinity (normalized) is 0.0847. The peptide sequence is KVYWAGIEF. (10) The peptide sequence is MAMGILHTI. The MHC is HLA-A32:07 with pseudo-sequence HLA-A32:07. The binding affinity (normalized) is 0.851.